Predict the product of the given reaction. From a dataset of Forward reaction prediction with 1.9M reactions from USPTO patents (1976-2016). (1) Given the reactants [CH2:1]([O:8][C:9](=[O:22])[NH:10][CH:11]([C:16](=[O:21])[N:17]([O:19][CH3:20])[CH3:18])[CH:12]([CH3:15])[CH2:13][OH:14])[C:2]1[CH:7]=[CH:6][CH:5]=[CH:4][CH:3]=1.[C:23](OC(=N)C(Cl)(Cl)Cl)([CH3:26])([CH3:25])[CH3:24].B(F)(F)F.CCOCC, predict the reaction product. The product is: [CH2:1]([O:8][C:9](=[O:22])[NH:10][CH:11]([C:16](=[O:21])[N:17]([O:19][CH3:20])[CH3:18])[CH:12]([CH3:15])[CH2:13][O:14][C:23]([CH3:26])([CH3:25])[CH3:24])[C:2]1[CH:3]=[CH:4][CH:5]=[CH:6][CH:7]=1. (2) Given the reactants [C:1]([C:5]1[CH:9]=[C:8]([NH2:10])[N:7]([CH2:11][CH3:12])[N:6]=1)([CH3:4])([CH3:3])[CH3:2].[OH-].[Na+].Cl[C:16]([O:18][CH2:19][C:20]([Cl:23])([Cl:22])[Cl:21])=[O:17], predict the reaction product. The product is: [Cl:21][C:20]([Cl:23])([Cl:22])[CH2:19][O:18][C:16](=[O:17])[NH:10][C:8]1[N:7]([CH2:11][CH3:12])[N:6]=[C:5]([C:1]([CH3:4])([CH3:2])[CH3:3])[CH:9]=1. (3) Given the reactants [Li+].[C:2]([C:6]1[CH:11]=[CH:10][C:9]([N:12]2[CH2:17][CH2:16][N:15]([CH2:18][CH:19]([CH3:23])[C:20]([O-:22])=O)[CH2:14][CH2:13]2)=[CH:8][CH:7]=1)([CH3:5])([CH3:4])[CH3:3].F[P-](F)(F)(F)(F)F.CN(C)C(ON1C2C=CC=CC=2N=N1)=[N+](C)C.Cl.[N+:49]([C:52]1[CH:57]=[CH:56][C:55]([NH:58][CH:59]2[CH2:64][CH2:63][NH:62][CH2:61][CH2:60]2)=[CH:54][C:53]=1[C:65]([F:68])([F:67])[F:66])([O-:51])=[O:50].C(N(C(C)C)CC)(C)C.[O-2].[Al+3].[O-2].[O-2].[Al+3], predict the reaction product. The product is: [C:2]([C:6]1[CH:11]=[CH:10][C:9]([N:12]2[CH2:17][CH2:16][N:15]([CH2:18][CH:19]([CH3:23])[C:20]([N:62]3[CH2:63][CH2:64][CH:59]([NH:58][C:55]4[CH:56]=[CH:57][C:52]([N+:49]([O-:51])=[O:50])=[C:53]([C:65]([F:66])([F:67])[F:68])[CH:54]=4)[CH2:60][CH2:61]3)=[O:22])[CH2:14][CH2:13]2)=[CH:8][CH:7]=1)([CH3:3])([CH3:4])[CH3:5]. (4) Given the reactants [C:1]([C:5]1[CH:10]=[CH:9][CH:8]=[CH:7][C:6]=1[N:11]1[CH2:16][CH2:15][N:14]([C:17]([C:19]2[CH:39]=[CH:38][C:22]([O:23][CH2:24][CH:25]3[CH2:30][CH2:29][N:28](C(OC(C)(C)C)=O)[CH2:27][CH2:26]3)=[CH:21][CH:20]=2)=[O:18])[CH2:13][CH2:12]1)([CH3:4])([CH3:3])[CH3:2].C(OC(=O)C)C.Cl, predict the reaction product. The product is: [C:1]([C:5]1[CH:10]=[CH:9][CH:8]=[CH:7][C:6]=1[N:11]1[CH2:12][CH2:13][N:14]([C:17]([C:19]2[CH:20]=[CH:21][C:22]([O:23][CH2:24][CH:25]3[CH2:30][CH2:29][NH:28][CH2:27][CH2:26]3)=[CH:38][CH:39]=2)=[O:18])[CH2:15][CH2:16]1)([CH3:4])([CH3:2])[CH3:3]. (5) Given the reactants [CH3:1][CH:2]([CH3:38])[C@H:3]([N:8]1[CH2:16][C:15]2[C:10](=[CH:11][C:12]([C:17]3[CH:22]=[CH:21][C:20]([NH:23][C:24](C4SC(C5C=CC=CC=5)=CN=4)=[O:25])=[CH:19][CH:18]=3)=[CH:13][CH:14]=2)[C:9]1=[O:37])[C:4]([O:6][CH3:7])=[O:5].NC1C=CC(C2C=C3C(CN([C@@H](C(C)C)C(OC)=O)C3=O)=CC=2)=CC=1.[O:64]1[C:68]([C:69]2[CH:78]=[CH:77][C:72](C(OC)=O)=[CH:71][CH:70]=2)=[CH:67][N:66]=[CH:65]1, predict the reaction product. The product is: [CH3:38][CH:2]([CH3:1])[C@H:3]([N:8]1[CH2:16][C:15]2[C:10](=[CH:11][C:12]([C:17]3[CH:18]=[CH:19][C:20]([NH:23][C:24](=[O:25])[C:72]4[CH:71]=[CH:70][C:69]([C:68]5[O:64][CH:65]=[N:66][CH:67]=5)=[CH:78][CH:77]=4)=[CH:21][CH:22]=3)=[CH:13][CH:14]=2)[C:9]1=[O:37])[C:4]([O:6][CH3:7])=[O:5]. (6) Given the reactants [CH3:1][O:2][C:3]1[C:11]([S:12]([CH3:14])=[O:13])=[C:10]([C:15]([F:18])([F:17])[F:16])[CH:9]=[CH:8][C:4]=1[C:5]([OH:7])=O.[OH:19][C:20]1[N:21]([CH3:25])[N:22]=[CH:23][CH:24]=1.CC1C=NC=CC=1.S(Cl)(Cl)=O.CC1CCCCC1, predict the reaction product. The product is: [OH:19][C:20]1[N:21]([CH3:25])[N:22]=[CH:23][C:24]=1[C:5]([C:4]1[CH:8]=[CH:9][C:10]([C:15]([F:18])([F:17])[F:16])=[C:11]([S:12]([CH3:14])=[O:13])[C:3]=1[O:2][CH3:1])=[O:7].